From a dataset of Rat liver microsome stability data. Regression/Classification. Given a drug SMILES string, predict its absorption, distribution, metabolism, or excretion properties. Task type varies by dataset: regression for continuous measurements (e.g., permeability, clearance, half-life) or binary classification for categorical outcomes (e.g., BBB penetration, CYP inhibition). Dataset: rlm. (1) The molecule is Cc1ccc(S(=O)(=O)NCc2ccccc2)cc1. The result is 1 (stable in rat liver microsomes). (2) The molecule is CCc1cccc(NS(=O)(=O)c2ccc3c(c2)CC(C)N3C(=O)C2CC2)c1. The result is 1 (stable in rat liver microsomes).